This data is from Peptide-MHC class I binding affinity with 185,985 pairs from IEDB/IMGT. The task is: Regression. Given a peptide amino acid sequence and an MHC pseudo amino acid sequence, predict their binding affinity value. This is MHC class I binding data. (1) The peptide sequence is WCSQTDYQYL. The MHC is HLA-A29:02 with pseudo-sequence HLA-A29:02. The binding affinity (normalized) is 0.156. (2) The peptide sequence is KMQRMLLEK. The MHC is HLA-B07:02 with pseudo-sequence HLA-B07:02. The binding affinity (normalized) is 0.0847. (3) The peptide sequence is FPVRPQVPLR. The MHC is HLA-B54:01 with pseudo-sequence HLA-B54:01. The binding affinity (normalized) is 0.110.